This data is from Catalyst prediction with 721,799 reactions and 888 catalyst types from USPTO. The task is: Predict which catalyst facilitates the given reaction. (1) Reactant: [CH3:1][O:2][C:3]1[CH:8]=[CH:7][C:6]([C:9]2[NH:13][C:12]3[CH:14]=[C:15]([NH:18][C:19]([C:21]4[CH:30]=[CH:29][C:24]([C:25](OC)=[O:26])=[CH:23][CH:22]=4)=[O:20])[CH:16]=[CH:17][C:11]=3[N:10]=2)=[CH:5][CH:4]=1.[NH2:31][NH2:32]. Product: [NH:31]([C:25]([C:24]1[CH:23]=[CH:22][C:21]([C:19]([NH:18][C:15]2[CH:16]=[CH:17][C:11]3[N:10]=[C:9]([C:6]4[CH:5]=[CH:4][C:3]([O:2][CH3:1])=[CH:8][CH:7]=4)[NH:13][C:12]=3[CH:14]=2)=[O:20])=[CH:30][CH:29]=1)=[O:26])[NH2:32]. The catalyst class is: 8. (2) Reactant: [F:1][C:2]1[CH:3]=[C:4]([CH:7]=[C:8]([F:12])[C:9]=1[CH2:10]O)[C:5]#[N:6].P(Br)(Br)[Br:14]. Product: [Br:14][CH2:10][C:9]1[C:2]([F:1])=[CH:3][C:4]([C:5]#[N:6])=[CH:7][C:8]=1[F:12]. The catalyst class is: 2. (3) Reactant: [N:1]1([C:7]2[S:8][CH2:9][C:10](=[O:12])[N:11]=2)[CH2:6][CH2:5][O:4][CH2:3][CH2:2]1.[C:13]1([CH3:23])[CH:18]=[CH:17][C:16]([CH:19]=[CH:20][CH:21]=O)=[CH:15][CH:14]=1.C([O-])(=O)C.[Na+]. Product: [N:1]1([C:7]2[S:8][C:9](=[CH:21][CH:20]=[CH:19][C:16]3[CH:17]=[CH:18][C:13]([CH3:23])=[CH:14][CH:15]=3)[C:10](=[O:12])[N:11]=2)[CH2:2][CH2:3][O:4][CH2:5][CH2:6]1. The catalyst class is: 15.